The task is: Predict the product of the given reaction.. This data is from Forward reaction prediction with 1.9M reactions from USPTO patents (1976-2016). Given the reactants [C:1]([C:3]1[CH:8]=[CH:7][N:6]=[C:5]([NH:9][C:10]2[N:15]=[C:14]([C:16]3[CH:17]=[N:18][C:19]([N:22]4[CH2:26][CH2:25][C@@H:24]([NH:27]C(=O)OC(C)(C)C)[CH2:23]4)=[CH:20][CH:21]=3)[CH:13]=[C:12]([CH:35]3[CH2:37][CH2:36]3)[CH:11]=2)[CH:4]=1)#[N:2].C(O)(C(F)(F)F)=O, predict the reaction product. The product is: [NH2:27][C@@H:24]1[CH2:25][CH2:26][N:22]([C:19]2[N:18]=[CH:17][C:16]([C:14]3[CH:13]=[C:12]([CH:35]4[CH2:37][CH2:36]4)[CH:11]=[C:10]([NH:9][C:5]4[CH:4]=[C:3]([C:1]#[N:2])[CH:8]=[CH:7][N:6]=4)[N:15]=3)=[CH:21][CH:20]=2)[CH2:23]1.